The task is: Predict which catalyst facilitates the given reaction.. This data is from Catalyst prediction with 721,799 reactions and 888 catalyst types from USPTO. (1) Reactant: ClC(Cl)(O[C:5](=[O:11])OC(Cl)(Cl)Cl)Cl.[CH2:13]([N:20]1[CH:24]=[C:23]([C@@H:25]2[NH:30][CH2:29][CH2:28][N:27]3[C:31](=[O:34])[CH2:32][CH2:33][C@@H:26]23)[C:22]([CH3:35])=[N:21]1)[C:14]1[CH:19]=[CH:18][CH:17]=[CH:16][CH:15]=1.F[C:37](F)(F)[C:38]1[CH:39]=[C:40]([C@H:48]([NH:50][CH3:51])[CH3:49])[CH:41]=[C:42]([C:44]([F:47])([F:46])[F:45])[CH:43]=1.[CH3:54]COC(C)=O. Product: [CH2:13]([N:20]1[CH:24]=[C:23]([C@@H:25]2[N:30]([C:5]([N:50]([C@@H:48]([C:40]3[CH:41]=[C:42]([C:44]([F:47])([F:46])[F:45])[CH:43]=[C:38]([CH2:37][CH3:54])[CH:39]=3)[CH3:49])[CH3:51])=[O:11])[CH2:29][CH2:28][N:27]3[C:31](=[O:34])[CH2:32][CH2:33][C@@H:26]23)[C:22]([CH3:35])=[N:21]1)[C:14]1[CH:19]=[CH:18][CH:17]=[CH:16][CH:15]=1. The catalyst class is: 142. (2) Reactant: [Cl:1][C:2]1[N:10]=[C:9]2[C:5]([N:6]=[CH:7][N:8]2[C@@H:11]2[CH2:15][C@H:14]([NH:16]C(=O)OCC3C=CC=CC=3)[C@@H:13]([OH:27])[C@H:12]2[OH:28])=[C:4]([NH:29][CH:30]2[CH2:34][CH2:33][CH2:32][CH2:31]2)[N:3]=1. Product: [ClH:1].[NH2:16][C@H:14]1[CH2:15][C@@H:11]([N:8]2[CH:7]=[N:6][C:5]3[C:9]2=[N:10][CH:2]=[N:3][C:4]=3[NH:29][CH:30]2[CH2:34][CH2:33][CH2:32][CH2:31]2)[C@H:12]([OH:28])[C@@H:13]1[OH:27].[ClH:1].[NH2:16][C@H:14]1[CH2:15][C@@H:11]([N:8]2[CH:7]=[N:6][C:5]3[C:9]2=[N:10][C:2]([Cl:1])=[N:3][C:4]=3[NH:29][CH:30]2[CH2:31][CH2:32][CH2:33][CH2:34]2)[C@H:12]([OH:28])[C@@H:13]1[OH:27]. The catalyst class is: 50. (3) Reactant: C([O:5][CH2:6][CH3:7])(=O)C=O.[CH:8]([Si:11]([CH:24]([CH3:26])[CH3:25])([CH:21]([CH3:23])[CH3:22])[O:12][C:13]1[CH:18]=[CH:17][CH:16]=[C:15]([NH2:19])[C:14]=1[NH2:20])([CH3:10])[CH3:9]. Product: [CH:24]([Si:11]([CH:8]([CH3:10])[CH3:9])([CH:21]([CH3:23])[CH3:22])[O:12][C:13]1[CH:18]=[CH:17][CH:16]=[C:15]2[C:14]=1[NH:20][C:6](=[O:5])[CH:7]=[N:19]2)([CH3:26])[CH3:25]. The catalyst class is: 234. (4) Reactant: [CH2:1]=[C:2]([CH2:8][C:9]1[CH:14]=[CH:13][CH:12]=[CH:11][CH:10]=1)[C:3]([O:5]CC)=[O:4].[OH-].[K+]. Product: [CH2:1]=[C:2]([CH2:8][C:9]1[CH:14]=[CH:13][CH:12]=[CH:11][CH:10]=1)[C:3]([OH:5])=[O:4]. The catalyst class is: 5.